From a dataset of Experimentally validated miRNA-target interactions with 360,000+ pairs, plus equal number of negative samples. Binary Classification. Given a miRNA mature sequence and a target amino acid sequence, predict their likelihood of interaction. The miRNA is mmu-miR-500-3p with sequence AAUGCACCUGGGCAAGGGUUCA. The protein sequence of the target gene is MEIGGSGAPPPLLLLPLLLLLGTGLLPASSHIETRAHAEERLLKRLFSGYNKWSRPVANISDVVLVRFGLSIAQLIDVDEKNQMMTTNVWVKQEWHDYKLRWDPGDYENVTSIRIPSELIWRPDIVLYNNADGDFAVTHLTKAHLFYDGRVQWTPPAIYKSSCSIDVTFFPFDQQNCTMKFGSWTYDKAKIDLVSMHSRVDQLDFWESGEWVIVDAVGTYNTRKYECCAEIYPDITYAFIIRRLPLFYTINLIIPCLLISCLTVLVFYLPSECGEKVTLCISVLLSLTVFLLLITEIIPS.... Result: 0 (no interaction).